Dataset: Forward reaction prediction with 1.9M reactions from USPTO patents (1976-2016). Task: Predict the product of the given reaction. (1) Given the reactants [Cl:1][C:2]1[CH:7]=[CH:6][C:5]([CH:8]([C:20]2[CH:25]=[CH:24][C:23]([OH:26])=[CH:22][CH:21]=2)[CH2:9][C:10]([C:12]2[CH:13]=[CH:14][C:15](=[O:19])[N:16]([CH3:18])[CH:17]=2)=[O:11])=[C:4]([CH3:27])[CH:3]=1.[Cl:28][C:29]1[CH:34]=[CH:33][C:32](B(O)O)=[CH:31][C:30]=1[C:38]([O:40][CH2:41][CH3:42])=[O:39].N1C=CC=CC=1, predict the reaction product. The product is: [CH2:41]([O:40][C:38](=[O:39])[C:30]1[CH:31]=[C:32]([O:26][C:23]2[CH:22]=[CH:21][C:20]([CH:8]([C:5]3[CH:6]=[CH:7][C:2]([Cl:1])=[CH:3][C:4]=3[CH3:27])[CH2:9][C:10]([C:12]3[CH:13]=[CH:14][C:15](=[O:19])[N:16]([CH3:18])[CH:17]=3)=[O:11])=[CH:25][CH:24]=2)[CH:33]=[CH:34][C:29]=1[Cl:28])[CH3:42]. (2) Given the reactants [Cl:1][C:2]1[N:7]=[N:6][C:5]([NH:8][NH2:9])=[C:4]([C:10]([OH:12])=[O:11])[CH:3]=1.[CH3:13][C:14](O)=O, predict the reaction product. The product is: [Cl:1][C:2]1[CH:3]=[C:4]([C:10]([OH:12])=[O:11])[C:5]2[N:6]([C:13]([CH3:14])=[N:9][N:8]=2)[N:7]=1. (3) The product is: [Cl:1][C:2]1[CH:3]=[C:4]([NH:17][C:18]2[C:19]3[N:26]([CH2:27][C:28]4[CH:36]=[CH:35][C:31]([C:32]([NH:57][CH2:58][CH2:59][OH:60])=[O:33])=[CH:30][CH:29]=4)[CH:25]=[CH:24][C:20]=3[N:21]=[CH:22][N:23]=2)[CH:5]=[CH:6][C:7]=1[O:8][CH2:9][C:10]1[CH:15]=[CH:14][CH:13]=[C:12]([F:16])[CH:11]=1. Given the reactants [Cl:1][C:2]1[CH:3]=[C:4]([NH:17][C:18]2[C:19]3[N:26]([CH2:27][C:28]4[CH:36]=[CH:35][C:31]([C:32](O)=[O:33])=[CH:30][CH:29]=4)[CH:25]=[CH:24][C:20]=3[N:21]=[CH:22][N:23]=2)[CH:5]=[CH:6][C:7]=1[O:8][CH2:9][C:10]1[CH:15]=[CH:14][CH:13]=[C:12]([F:16])[CH:11]=1.Cl.CN(C)CCCN=C=NCC.ON1C(=O)CCC1=O.[NH2:57][CH2:58][CH2:59][OH:60].C(=O)([O-])O.[Na+], predict the reaction product. (4) Given the reactants N1C=CN=C1.O1C=CCC1.[O:11]1[CH2:15][CH2:14][CH2:13][CH:12]1[N:16]1[CH:20]=[CH:19][N:18]=[C:17]1[CH2:21][OH:22].O=S(Cl)[Cl:25].C([O-])(O)=O.[Na+], predict the reaction product. The product is: [O:11]1[CH2:15][CH2:14][CH2:13][CH:12]1[N:16]1[CH:20]=[CH:19][N:18]=[C:17]1[CH2:21][OH:22].[ClH:25].[Cl:25][CH2:21][C:17]1[N:16]([CH:12]2[CH2:13][CH2:14][CH2:15][O:11]2)[CH:20]=[CH:19][N:18]=1. (5) The product is: [CH3:1][O:2][C:3]([C:5]1[CH:10]=[CH:9][C:8]([C:11]2[CH:16]=[CH:15][CH:14]=[C:13]([NH:17][S:18]([C:21]3[CH:26]=[C:25]([CH3:27])[C:24]([Cl:28])=[CH:23][C:22]=3[CH3:29])(=[O:20])=[O:19])[CH:12]=2)=[CH:7][CH:6]=1)=[O:4]. Given the reactants [CH3:1][O:2][C:3]([C:5]1[CH:10]=[CH:9][C:8]([C:11]2[CH:16]=[CH:15][CH:14]=[C:13]([NH:17][S:18]([C:21]3[CH:26]=[C:25]([CH3:27])[C:24]([Cl:28])=[CH:23][C:22]=3[CH3:29])(=[O:20])=[O:19])[C:12]=2C)=[CH:7][CH:6]=1)=[O:4].COC(C1C=CC(C2C=CC=C(N)C=2)=CC=1)=O, predict the reaction product. (6) Given the reactants [CH3:1][O:2][C:3]1[CH:4]=[C:5](B(O)O)[CH:6]=[CH:7][CH:8]=1.Cl[C:13]1[CH:14]=[C:15]([CH:21]=[CH:22][N:23]=1)[C:16]([O:18][CH2:19][CH3:20])=[O:17], predict the reaction product. The product is: [CH3:1][O:2][C:3]1[CH:4]=[C:5]([C:13]2[CH:14]=[C:15]([CH:21]=[CH:22][N:23]=2)[C:16]([O:18][CH2:19][CH3:20])=[O:17])[CH:6]=[CH:7][CH:8]=1. (7) Given the reactants [CH:1]1([C:4]#[C:5][C:6]2([C:18]([F:21])([F:20])[F:19])[O:11][C:10](=[O:12])[NH:9][C:8]3[CH:13]=[CH:14][C:15]([OH:17])=[CH:16][C:7]2=3)[CH2:3][CH2:2]1.C(=O)([O-])[O-].[K+].[K+].Br[CH2:29][CH2:30][CH2:31][C:32]([O:34][CH2:35][CH3:36])=[O:33], predict the reaction product. The product is: [CH2:35]([O:34][C:32](=[O:33])[CH2:31][CH2:30][CH2:29][O:17][C:15]1[CH:14]=[CH:13][C:8]2[NH:9][C:10](=[O:12])[O:11][C:6]([C:5]#[C:4][CH:1]3[CH2:3][CH2:2]3)([C:18]([F:20])([F:21])[F:19])[C:7]=2[CH:16]=1)[CH3:36]. (8) Given the reactants [Cl:1][C:2]1[CH:7]=[CH:6][CH:5]=[CH:4][C:3]=1[CH2:8][N:9]1[C:13]2[N:14]=[C:15]([CH:19]([CH3:21])[CH3:20])[NH:16][C:17](=O)[C:12]=2[N:11]=[N:10]1.O=P(Cl)(Cl)Cl.C(N(CC)C1C=CC=CC=1)C.Cl.[F:39][C:40]1([F:45])[CH2:44][CH2:43][NH:42][CH2:41]1.CCN(C(C)C)C(C)C, predict the reaction product. The product is: [Cl:1][C:2]1[CH:7]=[CH:6][CH:5]=[CH:4][C:3]=1[CH2:8][N:9]1[C:13]2[N:14]=[C:15]([CH:19]([CH3:21])[CH3:20])[N:16]=[C:17]([N:42]3[CH2:43][CH2:44][C:40]([F:45])([F:39])[CH2:41]3)[C:12]=2[N:11]=[N:10]1. (9) Given the reactants [C:1]([C:5]1[CH:10]=[CH:9][CH:8]=[CH:7][C:6]=1[N:11]1[CH2:16][CH2:15][N:14]([C:17](=[O:27])[C:18]([NH:20][CH:21]2[CH2:26][CH2:25][S:24][CH2:23][CH2:22]2)=[O:19])[CH2:13][CH2:12]1)([CH3:4])([CH3:3])[CH3:2].ClC1C=CC=C(C(OO)=[O:36])C=1.C([O-])(O)=O.[Na+], predict the reaction product. The product is: [C:1]([C:5]1[CH:10]=[CH:9][CH:8]=[CH:7][C:6]=1[N:11]1[CH2:12][CH2:13][N:14]([C:17](=[O:27])[C:18]([NH:20][CH:21]2[CH2:22][CH2:23][S:24](=[O:36])[CH2:25][CH2:26]2)=[O:19])[CH2:15][CH2:16]1)([CH3:4])([CH3:2])[CH3:3].